Dataset: Catalyst prediction with 721,799 reactions and 888 catalyst types from USPTO. Task: Predict which catalyst facilitates the given reaction. (1) The catalyst class is: 11. Product: [C:1]([O:5][C@@H:6]([C:12]1[C:13]([CH3:44])=[N:14][C:15]2[N:16]([N:26]=[C:27]([C:29]3[S:54][C:32]([CH2:33][C:34]4[CH:39]=[CH:38][C:37]([F:40])=[C:36]([CH3:41])[CH:35]=4)=[CH:31][N:30]=3)[CH:28]=2)[C:17]=1[N:18]1[CH2:23][CH2:22][C:21]([CH3:25])([CH3:24])[CH2:20][CH2:19]1)[C:7]([OH:9])=[O:8])([CH3:4])([CH3:3])[CH3:2]. Reactant: [C:1]([O:5][C@@H:6]([C:12]1[C:13]([CH3:44])=[N:14][C:15]2[N:16]([N:26]=[C:27]([C:29](=O)[NH:30][CH2:31][C:32](=O)[CH2:33][C:34]3[CH:39]=[CH:38][C:37]([F:40])=[C:36]([CH3:41])[CH:35]=3)[CH:28]=2)[C:17]=1[N:18]1[CH2:23][CH2:22][C:21]([CH3:25])([CH3:24])[CH2:20][CH2:19]1)[C:7]([O:9]CC)=[O:8])([CH3:4])([CH3:3])[CH3:2].COC1C=CC(P2(SP(C3C=CC(OC)=CC=3)(=S)S2)=[S:54])=CC=1. (2) Reactant: [BH4-].[Na+].CC1C2C(C)(C)C(C2)CC=1.B(F)(F)F.[C:17]1([CH:23]([C:29]2[CH:34]=[CH:33][CH:32]=[CH:31][CH:30]=2)[N:24]2[CH2:28][CH:27]=[CH:26][CH2:25]2)[CH:22]=[CH:21][CH:20]=[CH:19][CH:18]=1.[OH:35]O.[OH-].[Na+]. Product: [C:17]1([CH:23]([C:29]2[CH:34]=[CH:33][CH:32]=[CH:31][CH:30]=2)[N:24]2[CH2:28][CH2:27][C@H:26]([OH:35])[CH2:25]2)[CH:18]=[CH:19][CH:20]=[CH:21][CH:22]=1. The catalyst class is: 7. (3) Product: [SH:1][C:2]1[C:3]([C:8]([O:10][CH3:13])=[O:9])=[N:4][CH:5]=[CH:6][CH:7]=1. The catalyst class is: 209. Reactant: [SH:1][C:2]1[C:3]([C:8]([OH:10])=[O:9])=[N:4][CH:5]=[CH:6][CH:7]=1.[OH-].[Na+].[C:13](=O)(O)[O-].[Na+]. (4) Reactant: [Br:1][C:2]1[CH:11]=[C:10]2[C:5]([C:6](Cl)=[C:7]([N+:12]([O-:14])=[O:13])[CH:8]=[N:9]2)=[CH:4][CH:3]=1.[CH2:16]([NH2:19])[CH2:17][NH2:18]. Product: [Br:1][C:2]1[CH:11]=[C:10]2[C:5]([C:6]([NH:18][CH2:17][CH2:16][NH2:19])=[C:7]([N+:12]([O-:14])=[O:13])[CH:8]=[N:9]2)=[CH:4][CH:3]=1. The catalyst class is: 3. (5) Reactant: [CH2:1]([O:8][C:9](=[O:21])[C:10]1[CH:15]=[C:14]([S:16]([CH3:19])(=[O:18])=[O:17])[CH:13]=[CH:12][C:11]=1[OH:20])[C:2]1[CH:7]=[CH:6][CH:5]=[CH:4][CH:3]=1.CN1CCOCC1.[CH3:29][N:30]([CH3:34])[C:31](Cl)=[O:32]. Product: [CH2:1]([O:8][C:9](=[O:21])[C:10]1[CH:15]=[C:14]([S:16]([CH3:19])(=[O:17])=[O:18])[CH:13]=[CH:12][C:11]=1[O:20][C:31](=[O:32])[N:30]([CH3:34])[CH3:29])[C:2]1[CH:7]=[CH:6][CH:5]=[CH:4][CH:3]=1. The catalyst class is: 468.